Dataset: Catalyst prediction with 721,799 reactions and 888 catalyst types from USPTO. Task: Predict which catalyst facilitates the given reaction. (1) Reactant: C[O:2][C:3](=[O:46])[CH2:4][CH2:5][NH:6][C@:7]12[CH2:42][CH2:41][C@@H:40]([C:43]([CH3:45])=[CH2:44])[C@@H:8]1[C@@H:9]1[C@@:22]([CH3:25])([CH2:23][CH2:24]2)[C@@:21]2([CH3:26])[C@@H:12]([C@:13]3([CH3:39])[C@@H:18]([CH2:19][CH2:20]2)[C:17]([CH3:28])([CH3:27])[C:16]([C:29]2[CH:38]=[CH:37][C:32]([C:33]([O:35]C)=[O:34])=[CH:31][CH:30]=2)=[CH:15][CH2:14]3)[CH2:11][CH2:10]1.[OH-].[Na+]. Product: [C:3]([CH2:4][CH2:5][NH:6][C@:7]12[CH2:42][CH2:41][C@@H:40]([C:43]([CH3:45])=[CH2:44])[C@@H:8]1[C@@H:9]1[C@@:22]([CH3:25])([CH2:23][CH2:24]2)[C@@:21]2([CH3:26])[C@@H:12]([C@:13]3([CH3:39])[C@@H:18]([CH2:19][CH2:20]2)[C:17]([CH3:28])([CH3:27])[C:16]([C:29]2[CH:30]=[CH:31][C:32]([C:33]([OH:35])=[O:34])=[CH:37][CH:38]=2)=[CH:15][CH2:14]3)[CH2:11][CH2:10]1)([OH:46])=[O:2]. The catalyst class is: 12. (2) Reactant: Cl.[NH:2]1[CH2:7][CH2:6][CH2:5][C@@H:4]([C:8]([OH:11])([CH3:10])[CH3:9])[CH2:3]1.CN(C(ON1N=NC2C=CC=CC1=2)=[N+](C)C)C.[B-](F)(F)(F)F.C(N(C(C)C)C(C)C)C.[CH3:43][C:44]1[CH:49]=[CH:48][C:47]([C:50]2[C:54]([C:55](O)=[O:56])=[CH:53][O:52][N:51]=2)=[CH:46][CH:45]=1. Product: [CH3:43][C:44]1[CH:45]=[CH:46][C:47]([C:50]2[C:54]([C:55]([N:2]3[CH2:7][CH2:6][CH2:5][C@@H:4]([C:8]([OH:11])([CH3:10])[CH3:9])[CH2:3]3)=[O:56])=[CH:53][O:52][N:51]=2)=[CH:48][CH:49]=1. The catalyst class is: 3. (3) Reactant: [Br:1][C:2]1[CH:3]=[C:4]([OH:8])[CH:5]=[CH:6][CH:7]=1.[CH:9]1(Br)[CH2:11][CH2:10]1.[I-].[Na+].C(=O)([O-])[O-].[Cs+].[Cs+]. Product: [CH:9]1([O:8][C:4]2[CH:5]=[CH:6][CH:7]=[C:2]([Br:1])[CH:3]=2)[CH2:11][CH2:10]1. The catalyst class is: 31. (4) Reactant: [N:1]1[CH:6]=[C:5]([C:7]([O:9][CH2:10][CH3:11])=[O:8])[CH:4]=[C:3]([C:12]([O:14]CC)=[O:13])[CH:2]=1.[OH-].[K+].C(OCC)C.C(Cl)(Cl)[Cl:25]. Product: [Cl-:25].[C:12]([C:3]1[CH:2]=[NH+:1][CH:6]=[C:5]([C:7]([O:9][CH2:10][CH3:11])=[O:8])[CH:4]=1)([OH:14])=[O:13]. The catalyst class is: 8. (5) Reactant: [CH2:1]([NH:3][CH3:4])[CH3:2].[N+:5]([C:8]1[CH:9]=[C:10]([CH2:14][S:15](Cl)(=[O:17])=[O:16])[CH:11]=[CH:12][CH:13]=1)([O-:7])=[O:6]. Product: [CH2:1]([N:3]([CH3:4])[S:15]([CH2:14][C:10]1[CH:11]=[CH:12][CH:13]=[C:8]([N+:5]([O-:7])=[O:6])[CH:9]=1)(=[O:16])=[O:17])[CH3:2]. The catalyst class is: 13. (6) Reactant: P([O-])([O-])([O-])=O.[K+].[K+].[K+].COC(C)(C)C.C([O:18][C:19](=[O:30])[CH2:20][CH:21]([NH2:29])[C:22]1[CH:27]=[CH:26][C:25]([CH3:28])=[CH:24][CH:23]=1)CC. Product: [NH2:29][CH:21]([C:22]1[CH:23]=[CH:24][C:25]([CH3:28])=[CH:26][CH:27]=1)[CH2:20][C:19]([OH:30])=[O:18]. The catalyst class is: 21.